This data is from Reaction yield outcomes from USPTO patents with 853,638 reactions. The task is: Predict the reaction yield, written as a fraction of the theoretical maximum amount of product (1.0 means a 100% yield; for example, 0.34 means a 34% yield). (1) The reactants are Cl[C:2]1[N:7]=[C:6]([NH:8][C:9]2[CH:14]=[CH:13][CH:12]=[CH:11][C:10]=2[S:15]([CH:18]([CH3:20])[CH3:19])(=[O:17])=[O:16])[C:5]([Cl:21])=[CH:4][N:3]=1.[CH3:22][P:23]([C:26]1[CH:32]=[CH:31][C:29]([NH2:30])=[C:28]([F:33])[CH:27]=1)([CH3:25])=[O:24].Cl.[OH-].[Na+]. The catalyst is COCCO.C(O)C. The product is [Cl:21][C:5]1[C:6]([NH:8][C:9]2[CH:14]=[CH:13][CH:12]=[CH:11][C:10]=2[S:15]([CH:18]([CH3:20])[CH3:19])(=[O:17])=[O:16])=[N:7][C:2]([NH:30][C:29]2[CH:31]=[CH:32][C:26]([P:23]([CH3:22])([CH3:25])=[O:24])=[CH:27][C:28]=2[F:33])=[N:3][CH:4]=1. The yield is 0.220. (2) The reactants are [Cl:1][C:2]1[C:10]2[C:5](=[CH:6][C:7]([S:11]([N:14]3[CH2:19][C:18](=[O:20])[N:17]([CH2:21][CH:22]4[CH2:27][CH2:26][N:25]([C:28]5[CH:33]=[CH:32][C:31](=[O:34])[N:30]([CH3:35])[N:29]=5)[CH2:24][CH2:23]4)[CH:16]([C:36](O)=[O:37])[CH2:15]3)(=[O:13])=[O:12])=[CH:8][CH:9]=2)[NH:4][CH:3]=1.F[P-](F)(F)(F)(F)F.N1(OC(N(C)C)=[N+](C)C)[C:50]2[N:51]=[CH:52]C=CC=2N=N1.Cl.CNC.C(N(CC)C(C)C)(C)C.F[P-](F)(F)(F)(F)F.N1(O[P+](N2CCCC2)(N2CCCC2)N2CCCC2)C2C=CC=CC=2N=N1. The catalyst is CN(C)C=O.C(OCC)(=O)C. The product is [CH3:50][N:51]([CH3:52])[C:36]([CH:16]1[CH2:15][N:14]([S:11]([C:7]2[CH:6]=[C:5]3[C:10]([C:2]([Cl:1])=[CH:3][NH:4]3)=[CH:9][CH:8]=2)(=[O:13])=[O:12])[CH2:19][C:18](=[O:20])[N:17]1[CH2:21][CH:22]1[CH2:27][CH2:26][N:25]([C:28]2[CH:33]=[CH:32][C:31](=[O:34])[N:30]([CH3:35])[N:29]=2)[CH2:24][CH2:23]1)=[O:37]. The yield is 0.140. (3) The reactants are [C:1]([C:3]1[CH:10]=[CH:9][C:6]([CH:7]=[O:8])=[CH:5][CH:4]=1)#[N:2].C[Si]([N-:15][Si](C)(C)C)(C)C.[Li+].[OH-].[Na+].[C:23](O[C:23]([O:25][C:26]([CH3:29])([CH3:28])[CH3:27])=[O:24])([O:25][C:26]([CH3:29])([CH3:28])[CH3:27])=[O:24]. The catalyst is O1CCCC1.O. The product is [C:26]([O:25][C:23]([NH:2][C:1]([C:3]1[CH:10]=[CH:9][C:6]([CH:7]=[O:8])=[CH:5][CH:4]=1)=[NH:15])=[O:24])([CH3:29])([CH3:28])[CH3:27]. The yield is 0.430. (4) The reactants are C(O)(C(F)(F)F)=O.[CH3:8][C:9]1[CH:14]=[C:13]([CH3:15])[CH:12]=[CH:11][C:10]=1[CH:16](O)[C:17]1[CH:18]=[C:19]([NH:23][S:24]([CH3:27])(=[O:26])=[O:25])[CH:20]=[CH:21][CH:22]=1.[N-:29]=[N+:30]=[N-:31].[Na+].C([O-])(O)=O.[Na+]. The catalyst is C(Cl)Cl. The product is [N:29]([CH:16]([C:10]1[CH:11]=[CH:12][C:13]([CH3:15])=[CH:14][C:9]=1[CH3:8])[C:17]1[CH:18]=[C:19]([NH:23][S:24]([CH3:27])(=[O:26])=[O:25])[CH:20]=[CH:21][CH:22]=1)=[N+:30]=[N-:31]. The yield is 0.591. (5) The reactants are [CH2:1]([C:3]1OC(=O)[CH:6]=[C:5]([O:10][CH3:11])[CH:4]=1)[CH3:2].[CH3:12][O:13][C:14]([C:16]#[C:17][C:18]([O:20][CH3:21])=[O:19])=[O:15]. The catalyst is ClCCl. The product is [CH3:12][O:13][C:14](=[O:15])[C:16]1[C:17](=[C:3]([CH2:1][CH3:2])[CH:4]=[C:5]([O:10][CH3:11])[CH:6]=1)[C:18]([O:20][CH3:21])=[O:19]. The yield is 0.670. (6) The reactants are C(O)=O.C([N:8]([CH:12]1[CH2:16][CH2:15][N:14]([C:17]2[CH:22]=[C:21]([CH:23]3[CH:30]4[CH2:31][CH:26]5[CH2:27][CH:28]([CH2:32][CH:24]3[CH2:25]5)[CH2:29]4)[N:20]=[C:19]([NH2:33])[N:18]=2)[CH2:13]1)C(=O)O)(C)(C)C.C(O)(C(F)(F)F)=O. The catalyst is C(Cl)Cl. The product is [CH:24]12[CH2:32][CH:28]3[CH2:27][CH:26]([CH2:31][CH:30]([CH2:29]3)[CH:23]1[C:21]1[CH:22]=[C:17]([N:14]3[CH2:15][CH2:16][CH:12]([NH2:8])[CH2:13]3)[N:18]=[C:19]([NH2:33])[N:20]=1)[CH2:25]2. The yield is 0.920.